Dataset: TCR-epitope binding with 47,182 pairs between 192 epitopes and 23,139 TCRs. Task: Binary Classification. Given a T-cell receptor sequence (or CDR3 region) and an epitope sequence, predict whether binding occurs between them. (1) The epitope is IVTDFSVIK. The TCR CDR3 sequence is CASSLFTDTQYF. Result: 0 (the TCR does not bind to the epitope). (2) The epitope is TVYDPLQPELDSFK. The TCR CDR3 sequence is CASSGWGQNTGELFF. Result: 1 (the TCR binds to the epitope).